From a dataset of Catalyst prediction with 721,799 reactions and 888 catalyst types from USPTO. Predict which catalyst facilitates the given reaction. (1) Reactant: [CH:1]1[C:18]2[C:17]3[C:16]4[CH:15]=[CH:14][CH:13]=[CH:12][C:11]=4[CH:10]=[CH:9][C:8]=3[CH:7]=[C:6](B(O)O)[C:5]=2[CH:4]=[CH:3][CH:2]=1.Br[C:23]1[CH:36]=[CH:35][C:34]2[C:25](=[CH:26][C:27]3[C:32]([CH:33]=2)=[CH:31][CH:30]=[CH:29][CH:28]=3)[CH:24]=1.C(=O)([O-])[O-].[Na+].[Na+]. Product: [CH:24]1[C:25]2[C:34](=[CH:33][C:32]3[C:27]([CH:26]=2)=[CH:28][CH:29]=[CH:30][CH:31]=3)[CH:35]=[CH:36][C:23]=1[C:10]1[C:11]2[CH:12]=[CH:13][CH:14]=[CH:15][C:16]=2[C:17]2[C:18]3[CH:1]=[CH:2][CH:3]=[CH:4][C:5]=3[CH:6]=[CH:7][C:8]=2[CH:9]=1. The catalyst class is: 276. (2) Product: [P:11]([OH:15])([OH:14])([OH:13])=[O:12].[NH2:2][CH2:3][C:4](=[O:10])[CH2:5][CH2:6][C:7]([OH:9])=[O:8]. Reactant: Cl.[NH2:2][CH2:3][C:4](=[O:10])[CH2:5][CH2:6][C:7]([OH:9])=[O:8].[P:11](=[O:15])([OH:14])([OH:13])[OH:12].N1C=CC(C)=CC=1.C(O)C. The catalyst class is: 6.